From a dataset of Reaction yield outcomes from USPTO patents with 853,638 reactions. Predict the reaction yield, written as a fraction of the theoretical maximum amount of product (1.0 means a 100% yield; for example, 0.34 means a 34% yield). The reactants are I[C:2]1[CH:12]=[CH:11][C:5]([O:6][CH2:7][CH2:8][CH2:9][OH:10])=[CH:4][CH:3]=1.[B:13]1([B:13]2[O:17][C:16]([CH3:19])([CH3:18])[C:15]([CH3:21])([CH3:20])[O:14]2)[O:17][C:16]([CH3:19])([CH3:18])[C:15]([CH3:21])([CH3:20])[O:14]1.C([O-])(=O)C.[K+]. The catalyst is CCCCCCC.C(OCC)(=O)C. The product is [CH3:20][C:15]1([CH3:21])[C:16]([CH3:19])([CH3:18])[O:17][B:13]([C:2]2[CH:12]=[CH:11][C:5]([O:6][CH2:7][CH2:8][CH2:9][OH:10])=[CH:4][CH:3]=2)[O:14]1. The yield is 0.672.